Task: Predict the reaction yield, written as a fraction of the theoretical maximum amount of product (1.0 means a 100% yield; for example, 0.34 means a 34% yield).. Dataset: Reaction yield outcomes from USPTO patents with 853,638 reactions (1) The reactants are [H-].[Na+].[CH:3]1[C:14]2=[C:15]3[CH:10]([CH2:11][CH2:12][CH2:13]2)[CH2:9][CH2:8][CH2:7][C:6]3=[CH:5][C:4]=1[NH:16][C:17]1[N:22]=[CH:21][C:20]([C:23]([O:25]CC)=[O:24])=[CH:19][N:18]=1.I[CH3:29].[Cl-].[NH4+]. The catalyst is CN(C)C=O. The product is [CH3:29][N:16]([C:4]1[CH:3]=[C:14]2[C:15]3[CH:10]([CH2:11][CH2:12][CH2:13]2)[CH2:9][CH2:8][CH2:7][C:6]=3[CH:5]=1)[C:17]1[N:22]=[CH:21][C:20]([C:23]([OH:25])=[O:24])=[CH:19][N:18]=1. The yield is 0.870. (2) The reactants are [I-].[CH2:2]([N+:4]1[C:8]2[CH:9]=[C:10]([O:13][CH3:14])[CH:11]=[CH:12][C:7]=2[S:6][C:5]=1[CH3:15])[CH3:3].[C:16](OC(=O)C)(=[O:18])[CH3:17].C(N(CC)CC)C. The catalyst is C(#N)C. The product is [CH2:2]([N:4]1[C:8]2[CH:9]=[C:10]([O:13][CH3:14])[CH:11]=[CH:12][C:7]=2[S:6]/[C:5]/1=[CH:15]\[C:16](=[O:18])[CH3:17])[CH3:3]. The yield is 0.541. (3) The reactants are [NH2:1][C:2]1[CH:11]=[CH:10][C:5]([C:6]([O:8][CH3:9])=[O:7])=[C:4]([F:12])[CH:3]=1.Cl[C:14]([O:16][C:17]1[CH:22]=[CH:21][CH:20]=[CH:19][CH:18]=1)=[O:15].N1C=CC=CC=1. The catalyst is CC(C)=O. The product is [F:12][C:4]1[CH:3]=[C:2]([NH:1][C:14]([O:16][C:17]2[CH:22]=[CH:21][CH:20]=[CH:19][CH:18]=2)=[O:15])[CH:11]=[CH:10][C:5]=1[C:6]([O:8][CH3:9])=[O:7]. The yield is 0.896. (4) The reactants are [CH:1]([N-:4]C(C)C)(C)[CH3:2].[Li+].CCCCCCC.O1CCCC1.C(C1C=CC=CC=1)C.C(#N)C.[C:32]([O:36][C:37]([N:39]1[CH2:44][CH2:43][CH:42]([C:45]#[N:46])[CH2:41][CH2:40]1)=[O:38])([CH3:35])([CH3:34])[CH3:33]. The catalyst is O1CCCC1. The product is [C:32]([O:36][C:37]([N:39]1[CH2:44][CH2:43][CH:42]([C:45]([NH2:46])=[CH:2][C:1]#[N:4])[CH2:41][CH2:40]1)=[O:38])([CH3:35])([CH3:33])[CH3:34]. The yield is 0.640. (5) The reactants are [CH3:1][O:2][C:3]1[CH:4]=[C:5]([CH:8]=[CH:9][C:10]=1[O:11][CH3:12])[CH:6]=[O:7].Br[C:14]1[CH:23]=[CH:22][C:17]2[O:18][CH2:19][CH2:20][O:21][C:16]=2[CH:15]=1.C([Li])CCC.O1C2C=CC(C(C3C=C(OC)C=C(OC)C=3)O)=CC=2OCC1. No catalyst specified. The product is [O:11]1[C:10]2[CH:9]=[CH:8][C:5]([CH:6]([C:14]3[CH:23]=[CH:22][C:17]([O:18][CH3:19])=[C:16]([O:21][CH3:20])[CH:15]=3)[OH:7])=[CH:4][C:3]=2[O:2][CH2:1][CH2:12]1. The yield is 0.890. (6) The reactants are [I:1][C:2]1[CH:10]=[CH:9][C:5]([C:6]([OH:8])=[O:7])=[C:4]([Br:11])[CH:3]=1.S(=O)(=O)(O)O.[CH2:17](O)[CH3:18]. No catalyst specified. The product is [Br:11][C:4]1[CH:3]=[C:2]([I:1])[CH:10]=[CH:9][C:5]=1[C:6]([O:8][CH2:17][CH3:18])=[O:7]. The yield is 0.920. (7) The reactants are [Cl:1][C:2]1[CH:7]=[CH:6][C:5]([S:8](Cl)(=[O:10])=[O:9])=[CH:4][CH:3]=1.[Br:12][C:13]1[C:22]2[O:21][CH2:20][CH2:19][NH:18][C:17]=2[CH:16]=[C:15]([CH3:23])[CH:14]=1.N1C=CC=CC=1.O. The catalyst is ClCCl. The product is [Br:12][C:13]1[C:22]2[O:21][CH2:20][CH2:19][N:18]([S:8]([C:5]3[CH:6]=[CH:7][C:2]([Cl:1])=[CH:3][CH:4]=3)(=[O:10])=[O:9])[C:17]=2[CH:16]=[C:15]([CH3:23])[CH:14]=1. The yield is 0.840.